Dataset: B-cell epitopes from IEDB database with 3,159 antigens for binding position prediction. Task: Token-level Classification. Given an antigen amino acid sequence, predict which amino acid positions are active epitope sites capable of antibody binding. Output is a list of indices for active positions. (1) The epitope positions are: [152, 153, 154, 155, 156, 157, 158, 159, 160, 161, 162, 163, 164, 165, 166]. The amino acids at these positions are: SEISTGLVGITSVAS. Given the antigen sequence: MKKTLIALAVAVSAVSGAAHAWTTGDFNGSFDMNGTITADAYKDKWEWMVGGALSFNNTIKEMTGDSKLLTITQSEPAPILLGRTKEAFAASIVGVGAIPLIAFSDYEGKGVALQSSGDNGKGFFELPMKDDSGNNLGSVKVNVTSAGLFSYSEISTGLVGITSVASGDNTSIYYGGLVSPAIRAGKDAASAVSKFGNYNHTQLLGQLQAVNPNAGNRGQVNKNSAVSQNMVMTTGDVIASSYALGIDQGQTIEATFTNPVVSTTQWSAPLNVAVTYN, which amino acid positions are active epitope sites? (2) Given the antigen sequence: FFREDLAFLQGKAREFSSEQTRANSEQTRANSPTGRELQVWGGDSNPLPEAGADRQRDVSFSFPQITLWQRPLVTIKVGGQLKEALLDTGADDTVLEEMNLPGRWKPKMIGGIGGFIKVRQYDQIAIDICGHKAIGTVLVGPTPVNIIGRNLLTQIGCTLNFPISPIETVPVKLKPGMDGPKVKQWPLTEEKIKALMEICTEMEKEGKISKIGPENPYNTPVFAIKKKXSTKWRKLVDFRELNKRTQDFWEVQLGIPHPAGLKKKKSVTVLDVGDAYFSVPLHEDFRKYTAFTIPSTNNETPGIRYQYNVLPQGWKGSPAIFQCSMTKILEPFRKQNPEIVIYQYMDDLYVGSDLEIGQHRAKIEELREHLLKWGFTTPDKKHQKEPPFLWMGYELHPDKWTVQPIMLPEKESWTVNDIQKLVGKLNWASQIYPGIKVRQLCKLLRGAKALTEVIPLTKEAELELAENREILKEPVHGVYYDPSKDLIAEIQKQGQGQWT..., which amino acid positions are active epitope sites? The epitope positions are: [336, 337, 338, 339, 340, 341, 342, 343, 344]. The amino acids at these positions are: NPEIVIYQY. (3) Given the antigen sequence: MNNQRKKARNTPFNMLKRERNRVSTVQQLTKRFSLGMLQGRGPLKLFMALVAFLRFLTIPPTAGILKRWGTIKKSKAINVLRGFRKEIGRMLNILNRRRRTAGIIIMMIPTVMAFHLTTRNGEPHMIVSRQEKGKSLLFKTENGVNMCTLMAMDLGELCEDTITYNCPLLKQNEPEDIDCWCNSTSTWVTYGTCTATGEHRREKRSVALVPHVGMGLETRTETWMSSEGAWKHAQRIETWVLRHPGFTVMAAILAYTIGTTYFQRVLIFILLTAVAPSMTMRCIGISNRDFVEGVSGGSWVDIVLEHGSCVTTMAKNKPTLDFELIKTEAKHPATLRKYCIEAKLTNTTTASRCPTQGEPSLNEEQDKRFVCKHSMVDRGWGNGCGLFGKGGIVTCAMFTCKKNMEGKVVQPENLEYTIVITPHSGEDNAVGNDTGKHGKEIKVTPQSSITEAELTGYGTVTMECSPRTGLDFNEMVLLQMENKAWLVHRQWFLDLPLPW..., which amino acid positions are active epitope sites? The epitope positions are: [244, 245, 246, 247, 248, 249, 250, 251, 252, 253]. The amino acids at these positions are: PGFTVMAAIL. (4) Given the antigen sequence: MIFLTTLPLFWIMISASRGGHWGAWMPSSISAFEGTCVSIPCRFDFPDELRPAVVHGVWYFNSPYPKNYPPVVFKSRTQVVHESFQGRSRLLGDLGLRNCTLLLSTLSPELGGKYYFRGDLGGYNQYTFSEHSVLDIINTPNIVVPPEVVAGTEVEVSCMVPDNCPELRPELSWLGHEGLGEPTVLGRLREDEGTWVQVSLLHFVPTREANGHRLGCQAAFPNTTLQFEGYASLDVKYPPVIVEMNSSVEAIEGSHVSLLCGADSNPPPLLTWMRDGMVLREAVAESLYLDLEEVTPAEDGIYACLAENAYGQDNRTVELSVMYAPWKPTVNGTVVAVEGETVSILCSTQSNPDPILTIFKEKQILATVIYESQLQLELPAVTPEDDGEYWCVAENQYGQRATAFNLSVEFAPIILLESHCAAARDTVQCLCVVKSNPEPSVAFELPSRNVTVNETEREFVYSERSGLLLTSILTLRGQAQAPPRVICTSRNLYGTQSLE..., which amino acid positions are active epitope sites? The epitope positions are: [375, 376, 377, 378, 379, 380, 381, 382, 383, 384, 385, 386, 387, 388]. The amino acids at these positions are: QLELPAVTPEDDGE.